From a dataset of Reaction yield outcomes from USPTO patents with 853,638 reactions. Predict the reaction yield, written as a fraction of the theoretical maximum amount of product (1.0 means a 100% yield; for example, 0.34 means a 34% yield). (1) The reactants are [C:1]([O:4][CH2:5][C:6]1[CH:11]=[C:10]([C:12]2[CH2:16][C:15]([C:21]3[CH:26]=[C:25]([Cl:27])[CH:24]=[C:23]([Cl:28])[CH:22]=3)([C:17]([F:20])([F:19])[F:18])[O:14][N:13]=2)[CH:9]=[CH:8][C:7]=1Br)(=[O:3])[CH3:2].[B:30]1([B:30]2[O:34][C:33]([CH3:36])([CH3:35])[C:32]([CH3:38])([CH3:37])[O:31]2)[O:34][C:33]([CH3:36])([CH3:35])[C:32]([CH3:38])([CH3:37])[O:31]1.CC([O-])=O.[K+]. The catalyst is O1CCOCC1.C1C=CC(P(C2C=CC=CC=2)[C-]2C=CC=C2)=CC=1.C1C=CC(P(C2C=CC=CC=2)[C-]2C=CC=C2)=CC=1.Cl[Pd]Cl.[Fe+2]. The product is [C:1]([O:4][CH2:5][C:6]1[CH:11]=[C:10]([C:12]2[CH2:16][C:15]([C:21]3[CH:26]=[C:25]([Cl:27])[CH:24]=[C:23]([Cl:28])[CH:22]=3)([C:17]([F:20])([F:19])[F:18])[O:14][N:13]=2)[CH:9]=[CH:8][C:7]=1[B:30]1[O:34][C:33]([CH3:36])([CH3:35])[C:32]([CH3:38])([CH3:37])[O:31]1)(=[O:3])[CH3:2]. The yield is 0.890. (2) The reactants are [N+:1]([C:4]1[CH:22]=[CH:21][C:7]([O:8][CH2:9][C:10]2[O:14][N:13]=[C:12]([C:15]3[CH:20]=[CH:19][CH:18]=[CH:17][CH:16]=3)[N:11]=2)=[CH:6][CH:5]=1)([O-])=O.S(S([O-])=O)([O-])=O.[Na+].[Na+].C([O-])([O-])=O.[K+].[K+]. The catalyst is CO.C(Cl)Cl. The product is [NH2:1][C:4]1[CH:22]=[CH:21][C:7]([O:8][CH2:9][C:10]2[O:14][N:13]=[C:12]([C:15]3[CH:20]=[CH:19][CH:18]=[CH:17][CH:16]=3)[N:11]=2)=[CH:6][CH:5]=1. The yield is 0.510.